This data is from Forward reaction prediction with 1.9M reactions from USPTO patents (1976-2016). The task is: Predict the product of the given reaction. Given the reactants [O:1]=[C:2]1[C:11]2[C:6](=[CH:7][CH:8]=[CH:9][CH:10]=2)[N:5]=[C:4]([C:12]([O:14]CC)=O)[NH:3]1.[NH:17]1[CH:21]=[N:20][C:19]([S:22][CH2:23][CH2:24][O:25][C:26]2[CH:27]=[C:28]([CH2:32][NH2:33])[CH:29]=[CH:30][CH:31]=2)=[N:18]1.C(N(C(C)C)CC)(C)C, predict the reaction product. The product is: [O:1]=[C:2]1[C:11]2[C:6](=[CH:7][CH:8]=[CH:9][CH:10]=2)[N:5]=[C:4]([C:12]([NH:33][CH2:32][C:28]2[CH:29]=[CH:30][CH:31]=[C:26]([O:25][CH2:24][CH2:23][S:22][C:19]3[N:20]=[CH:21][NH:17][N:18]=3)[CH:27]=2)=[O:14])[NH:3]1.